From a dataset of Catalyst prediction with 721,799 reactions and 888 catalyst types from USPTO. Predict which catalyst facilitates the given reaction. (1) Reactant: C(O)(C(F)(F)F)=O.[NH2:8][C:9]1[C:10]([C:31]([NH:33][C:34]2[C:39]([N:40]3[CH2:45][CH2:44][C:43]([CH3:53])([NH:46]C(=O)C(C)(C)C)[CH2:42][CH2:41]3)=[CH:38][CH:37]=[CH:36][N:35]=2)=[O:32])=[N:11][C:12]([C:15]2[C:24]3[C:19](=[CH:20][CH:21]=[CH:22][CH:23]=3)[CH:18]=[C:17]([N:25]3[CH2:30][CH2:29][O:28][CH2:27][CH2:26]3)[N:16]=2)=[CH:13][N:14]=1. Product: [NH2:8][C:9]1[C:10]([C:31]([NH:33][C:34]2[C:39]([N:40]3[CH2:41][CH2:42][C:43]([NH2:46])([CH3:53])[CH2:44][CH2:45]3)=[CH:38][CH:37]=[CH:36][N:35]=2)=[O:32])=[N:11][C:12]([C:15]2[C:24]3[C:19](=[CH:20][CH:21]=[CH:22][CH:23]=3)[CH:18]=[C:17]([N:25]3[CH2:26][CH2:27][O:28][CH2:29][CH2:30]3)[N:16]=2)=[CH:13][N:14]=1. The catalyst class is: 2. (2) Reactant: [N+:1]([C:4]1[CH:14]=[CH:13][C:7]2[NH:8][CH2:9][CH2:10][CH2:11][O:12][C:6]=2[CH:5]=1)([O-:3])=[O:2].[CH3:15][O:16][CH2:17][C:18](Cl)=[O:19]. Product: [CH3:15][O:16][CH2:17][C:18]([N:8]1[C:7]2[CH:13]=[CH:14][C:4]([N+:1]([O-:3])=[O:2])=[CH:5][C:6]=2[O:12][CH2:11][CH2:10][CH2:9]1)=[O:19]. The catalyst class is: 341. (3) Reactant: Cl.[NH2:2][C:3]1[C:4]([Cl:11])=[C:5]([OH:10])[C:6]([CH3:9])=[CH:7][CH:8]=1.Cl.Cl.[CH2:14]([N:19]([CH2:27][CH2:28][CH2:29][CH2:30][CH3:31])[C:20]1[CH:25]=[CH:24][C:23]([NH2:26])=[CH:22][CH:21]=1)[CH2:15][CH2:16][CH2:17][CH3:18].[OH-].[NH4+].OO. Product: [NH2:2][C:3]1[C:8](=[N:26][C:23]2[CH:22]=[CH:21][C:20]([N:19]([CH2:27][CH2:28][CH2:29][CH2:30][CH3:31])[CH2:14][CH2:15][CH2:16][CH2:17][CH3:18])=[CH:25][CH:24]=2)[CH:7]=[C:6]([CH3:9])[C:5](=[O:10])[C:4]=1[Cl:11]. The catalyst class is: 97. (4) Reactant: [CH2:1]([O:8][C@H:9]1[C@H:14]([O:15][CH2:16][C:17]2[CH:22]=[CH:21][CH:20]=[CH:19][CH:18]=2)[C@@H:13]([CH2:23][O:24][CH2:25][C:26]2[CH:31]=[CH:30][CH:29]=[CH:28][CH:27]=2)[O:12][C@H:11]([CH2:32][P:33](=[O:40])([O:37][CH2:38][CH3:39])[O:34][CH2:35][CH3:36])[C:10]1=[N:41][OH:42])[C:2]1[CH:7]=[CH:6][CH:5]=[CH:4][CH:3]=1.N1C=CC=CC=1.[CH3:49][C:50](OC(C)=O)=[O:51]. Product: [C:50]([O:42][N:41]=[C:10]1[C@@H:9]([O:8][CH2:1][C:2]2[CH:3]=[CH:4][CH:5]=[CH:6][CH:7]=2)[C@H:14]([O:15][CH2:16][C:17]2[CH:18]=[CH:19][CH:20]=[CH:21][CH:22]=2)[C@@H:13]([CH2:23][O:24][CH2:25][C:26]2[CH:27]=[CH:28][CH:29]=[CH:30][CH:31]=2)[O:12][C@@H:11]1[CH2:32][P:33](=[O:40])([O:34][CH2:35][CH3:36])[O:37][CH2:38][CH3:39])(=[O:51])[CH3:49]. The catalyst class is: 64.